This data is from Peptide-MHC class I binding affinity with 185,985 pairs from IEDB/IMGT. The task is: Regression. Given a peptide amino acid sequence and an MHC pseudo amino acid sequence, predict their binding affinity value. This is MHC class I binding data. (1) The peptide sequence is NFKHLREFVF. The MHC is HLA-A23:01 with pseudo-sequence HLA-A23:01. The binding affinity (normalized) is 0.561. (2) The peptide sequence is KQWSWFSLL. The MHC is HLA-A26:01 with pseudo-sequence HLA-A26:01. The binding affinity (normalized) is 0.0847. (3) The peptide sequence is KQIGGTLFE. The MHC is HLA-B58:01 with pseudo-sequence HLA-B58:01. The binding affinity (normalized) is 0.213.